From a dataset of Full USPTO retrosynthesis dataset with 1.9M reactions from patents (1976-2016). Predict the reactants needed to synthesize the given product. (1) Given the product [Cl:2][C:3]1[N:4]=[C:5]([Cl:13])[C:6]2[CH2:12][N:11]([C:24]([NH:23][CH2:21][CH3:22])=[O:25])[CH2:10][CH2:9][C:7]=2[N:8]=1, predict the reactants needed to synthesize it. The reactants are: Cl.[Cl:2][C:3]1[N:4]=[C:5]([Cl:13])[C:6]2[CH2:12][NH:11][CH2:10][CH2:9][C:7]=2[N:8]=1.C(N(CC)CC)C.[CH2:21]([N:23]=[C:24]=[O:25])[CH3:22]. (2) The reactants are: [Cl:1][C:2]1[CH:3]=[C:4]([OH:8])[CH:5]=[CH:6][CH:7]=1.C(=O)([O-])[O-].[K+].[K+].Br[CH2:16][C:17]1[CH:24]=[CH:23][CH:22]=[C:21]([N+:25]([O-:27])=[O:26])[C:18]=1[C:19]#[N:20]. Given the product [Cl:1][C:2]1[CH:3]=[C:4]([CH:5]=[CH:6][CH:7]=1)[O:8][CH2:16][C:17]1[CH:24]=[CH:23][CH:22]=[C:21]([N+:25]([O-:27])=[O:26])[C:18]=1[C:19]#[N:20], predict the reactants needed to synthesize it.